From a dataset of Reaction yield outcomes from USPTO patents with 853,638 reactions. Predict the reaction yield, written as a fraction of the theoretical maximum amount of product (1.0 means a 100% yield; for example, 0.34 means a 34% yield). (1) The reactants are [CH:1]([C@H:14]1[O:19][CH2:18][C@@H:17]([NH2:20])[CH2:16][CH2:15]1)([C:8]1[CH:13]=[CH:12][CH:11]=[CH:10][CH:9]=1)[C:2]1[CH:7]=[CH:6][CH:5]=[CH:4][CH:3]=1.[N+:21]([C:24]1[CH:31]=[CH:30][C:27]([CH:28]=O)=[CH:26][CH:25]=1)([O-:23])=[O:22].C(O)(=O)C.[BH3-]C#N.[Na+]. The catalyst is ClCCCl.CO. The product is [CH:1]([C@H:14]1[O:19][CH2:18][C@@H:17]([NH:20][CH2:28][C:27]2[CH:30]=[CH:31][C:24]([N+:21]([O-:23])=[O:22])=[CH:25][CH:26]=2)[CH2:16][CH2:15]1)([C:8]1[CH:13]=[CH:12][CH:11]=[CH:10][CH:9]=1)[C:2]1[CH:3]=[CH:4][CH:5]=[CH:6][CH:7]=1. The yield is 0.800. (2) The reactants are Br[C:2]1[CH:3]=[C:4]2[C:10]([C:11]3[CH:12]=[CH:13][C:14]([OH:17])=[N:15][CH:16]=3)=[CH:9][NH:8][C:5]2=[N:6][CH:7]=1.[CH3:18][O:19][C:20]1[CH:25]=[CH:24][C:23]([CH2:26][O:27][C:28]2[CH:33]=[CH:32][C:31](B(O)O)=[CH:30][C:29]=2[O:37][CH3:38])=[CH:22][CH:21]=1.C(#N)C.C(=O)([O-])[O-].[Na+].[Na+]. The catalyst is O. The product is [CH3:38][O:37][C:29]1[CH:30]=[C:31]([C:2]2[CH:3]=[C:4]3[C:10]([C:11]4[CH:12]=[CH:13][C:14]([OH:17])=[N:15][CH:16]=4)=[CH:9][NH:8][C:5]3=[N:6][CH:7]=2)[CH:32]=[CH:33][C:28]=1[O:27][CH2:26][C:23]1[CH:22]=[CH:21][C:20]([O:19][CH3:18])=[CH:25][CH:24]=1. The yield is 0.460.